The task is: Predict the reaction yield, written as a fraction of the theoretical maximum amount of product (1.0 means a 100% yield; for example, 0.34 means a 34% yield).. This data is from Reaction yield outcomes from USPTO patents with 853,638 reactions. (1) The reactants are [F:1][C:2]1[CH:7]=[CH:6][C:5]([F:8])=[CH:4][C:3]=1[C:9]([N:11]([CH2:15][C:16]1[N:20]([CH2:21][CH2:22][CH3:23])[C:19]2[CH:24]=[CH:25][C:26]([CH2:28]O)=[CH:27][C:18]=2[N:17]=1)[CH2:12][CH2:13][CH3:14])=[O:10].S(Cl)([Cl:32])=O. No catalyst specified. The product is [F:1][C:2]1[CH:7]=[CH:6][C:5]([F:8])=[CH:4][C:3]=1[C:9]([N:11]([CH2:15][C:16]1[N:20]([CH2:21][CH2:22][CH3:23])[C:19]2[CH:24]=[CH:25][C:26]([CH2:28][Cl:32])=[CH:27][C:18]=2[N:17]=1)[CH2:12][CH2:13][CH3:14])=[O:10]. The yield is 0.930. (2) The reactants are [NH2:1][CH2:2][CH2:3][NH:4][C@@H:5]([C@@H:13]([CH3:16])[CH2:14][CH3:15])[C:6]([O:8][C:9]([CH3:12])([CH3:11])[CH3:10])=[O:7].[CH3:17][C:18]1[N:25]=[CH:24][CH:23]=[CH:22][C:19]=1[CH:20]=O.[O-]S([O-])(=O)=O.[Mg+2].[BH4-].[Na+].[N+](C1C=C[C:40]([O:43]C(=O)OC2C=CC([N+]([O-])=O)=CC=2)=CC=1)([O-])=O. The catalyst is ClCCl.CO.ClCCCl. The product is [CH3:16][C@@H:13]([CH2:14][CH3:15])[C@H:5]([N:4]1[CH2:3][CH2:2][N:1]([CH2:20][C:19]2[C:18]([CH3:17])=[N:25][CH:24]=[CH:23][CH:22]=2)[C:40]1=[O:43])[C:6]([O:8][C:9]([CH3:10])([CH3:11])[CH3:12])=[O:7]. The yield is 0.600.